Dataset: Forward reaction prediction with 1.9M reactions from USPTO patents (1976-2016). Task: Predict the product of the given reaction. The product is: [CH2:24]([O:1][C:2]1[CH:3]=[C:4]([CH:21]=[CH:22][CH:23]=1)[O:5][CH2:6][C:7]1[C:12]([CH3:13])=[CH:11][CH:10]=[CH:9][C:8]=1[N:14]1[C:18](=[O:19])[N:17]([CH3:20])[N:16]=[N:15]1)[C:25]1[CH:30]=[CH:29][CH:28]=[CH:27][CH:26]=1. Given the reactants [OH:1][C:2]1[CH:3]=[C:4]([CH:21]=[CH:22][CH:23]=1)[O:5][CH2:6][C:7]1[C:12]([CH3:13])=[CH:11][CH:10]=[CH:9][C:8]=1[N:14]1[C:18](=[O:19])[N:17]([CH3:20])[N:16]=[N:15]1.[CH2:24](Br)[C:25]1[CH:30]=[CH:29][CH:28]=[CH:27][CH:26]=1.C(=O)([O-])[O-].[K+].[K+].C(#N)C, predict the reaction product.